Dataset: Forward reaction prediction with 1.9M reactions from USPTO patents (1976-2016). Task: Predict the product of the given reaction. Given the reactants [N:1]([CH:4]([CH2:10][CH2:11][CH2:12][CH2:13][N:14]=[C:15]=[O:16])[C:5]([O:7][CH2:8][CH3:9])=[O:6])=[C:2]=[O:3].[Cl:17][CH2:18][CH2:19][CH2:20][OH:21].[C:22]([O-:35])(=O)[CH2:23][CH2:24]CCCCCCCCC.[C:22]([O-:35])(=O)[CH2:23][CH2:24]CCCCCCCCC.C([Sn+2]CCCC)CCC.C(Cl)[Cl:60], predict the reaction product. The product is: [Cl:17][CH2:18][CH2:19][CH2:20][O:21][C:2]([NH:1][C@@H:4]([CH2:10][CH2:11][CH2:12][CH2:13][NH:14][C:15]([O:35][CH2:22][CH2:23][CH2:24][Cl:60])=[O:16])[C:5]([O:7][CH2:8][CH3:9])=[O:6])=[O:3].